From a dataset of Reaction yield outcomes from USPTO patents with 853,638 reactions. Predict the reaction yield, written as a fraction of the theoretical maximum amount of product (1.0 means a 100% yield; for example, 0.34 means a 34% yield). (1) The reactants are C(OC(=O)[NH:7][C@H:8]1[CH2:11][O:10][C:9]1=[O:12])(C)(C)C.[C:14]1([CH3:24])[CH:19]=[CH:18][C:17]([S:20]([OH:23])(=[O:22])=[O:21])=[CH:16][CH:15]=1.O=P12OP3(OP(OP(O3)(O1)=O)(=O)O2)=O.FC(F)(F)C(O)=O. No catalyst specified. The product is [O:12]=[C:9]1[C@@H:8]([NH3+:7])[CH2:11][O:10]1.[C:14]1([CH3:24])[CH:15]=[CH:16][C:17]([S:20]([O-:23])(=[O:21])=[O:22])=[CH:18][CH:19]=1. The yield is 0.810. (2) The reactants are [Cl:1][C:2]1[CH:11]=[C:10]2[C:5]([NH:6][C:7](=[O:18])[C:8]3[N:9]2[N:12]=[C:13](C(O)=O)[N:14]=3)=[CH:4][CH:3]=1. The catalyst is OCCOCCO. The product is [Cl:1][C:2]1[CH:11]=[C:10]2[C:5]([NH:6][C:7](=[O:18])[C:8]3[N:9]2[N:12]=[CH:13][N:14]=3)=[CH:4][CH:3]=1. The yield is 0.750. (3) The reactants are [CH2:1]([N:8]1[CH2:12][CH2:11][CH:10]([C@@H:13]2[CH2:15][C@@H:14]2[C:16]([O:18][C:19]([CH3:22])([CH3:21])[CH3:20])=[O:17])[C:9]1=S)[C:2]1[CH:7]=[CH:6][CH:5]=[CH:4][CH:3]=1. The catalyst is [Ni].C(O)C. The product is [CH2:1]([N:8]1[CH2:12][CH2:11][CH:10]([C@@H:13]2[CH2:15][C@@H:14]2[C:16]([O:18][C:19]([CH3:22])([CH3:21])[CH3:20])=[O:17])[CH2:9]1)[C:2]1[CH:3]=[CH:4][CH:5]=[CH:6][CH:7]=1. The yield is 0.858. (4) The reactants are [Cl:1][C:2]1[CH:7]=[CH:6][N:5]=[C:4]([CH2:8]O)[CH:3]=1.S(Cl)([Cl:12])=O.C(=O)([O-])O.[Na+]. The catalyst is C1(C)C=CC=CC=1. The product is [Cl:1][C:2]1[CH:7]=[CH:6][N:5]=[C:4]([CH2:8][Cl:12])[CH:3]=1. The yield is 0.590. (5) The reactants are [CH3:1][N:2]([CH3:18])[C:3](=[O:17])[C:4]1[CH:9]=[CH:8][C:7]([CH:10]2[CH2:15][CH2:14][C:13](=O)[CH2:12][CH2:11]2)=[CH:6][CH:5]=1.[O:19]=[C:20]([NH:35][C@@H:36]1[CH2:40][CH2:39][NH:38][CH2:37]1)[CH2:21][NH:22][C:23](=[O:34])[C:24]1[CH:29]=[CH:28][CH:27]=[C:26]([C:30]([F:33])([F:32])[F:31])[CH:25]=1.C(O[BH-](OC(=O)C)OC(=O)C)(=O)C.[Na+]. The catalyst is C(Cl)Cl. The product is [CH3:1][N:2]([CH3:18])[C:3](=[O:17])[C:4]1[CH:9]=[CH:8][C:7]([CH:10]2[CH2:15][CH2:14][CH:13]([N:38]3[CH2:39][CH2:40][C@@H:36]([NH:35][C:20](=[O:19])[CH2:21][NH:22][C:23](=[O:34])[C:24]4[CH:29]=[CH:28][CH:27]=[C:26]([C:30]([F:31])([F:33])[F:32])[CH:25]=4)[CH2:37]3)[CH2:12][CH2:11]2)=[CH:6][CH:5]=1. The yield is 0.220. (6) The reactants are Cl[C:2]1[N:11]=[CH:10][C:9]2[N:8]([CH2:12][C:13]3[CH:18]=[CH:17][C:16]([S:19]([CH3:22])(=[O:21])=[O:20])=[CH:15][CH:14]=3)[CH2:7][C@@H:6]3[CH2:23][O:24][CH2:25][CH2:26][N:5]3[C:4]=2[N:3]=1.[F:27][CH:28]([F:38])[C:29]1[NH:33][C:32]2[CH:34]=[CH:35][CH:36]=[CH:37][C:31]=2[N:30]=1.C(=O)([O-])[O-].[Cs+].[Cs+].C1(P(C2CCCCC2)C2C=CC=CC=2C2C(C(C)C)=CC(C(C)C)=CC=2C(C)C)CCCCC1. The catalyst is CN(C=O)C.C1C=CC(/C=C/C(/C=C/C2C=CC=CC=2)=O)=CC=1.C1C=CC(/C=C/C(/C=C/C2C=CC=CC=2)=O)=CC=1.C1C=CC(/C=C/C(/C=C/C2C=CC=CC=2)=O)=CC=1.[Pd].[Pd].O.CCOC(C)=O. The product is [F:38][CH:28]([F:27])[C:29]1[N:30]([C:2]2[N:11]=[CH:10][C:9]3[N:8]([CH2:12][C:13]4[CH:18]=[CH:17][C:16]([S:19]([CH3:22])(=[O:21])=[O:20])=[CH:15][CH:14]=4)[CH2:7][C@@H:6]4[CH2:23][O:24][CH2:25][CH2:26][N:5]4[C:4]=3[N:3]=2)[C:31]2[CH:37]=[CH:36][CH:35]=[CH:34][C:32]=2[N:33]=1. The yield is 0.214. (7) The reactants are [CH3:1][O:2][C:3]1[CH:4]=[C:5]([CH2:10][CH2:11][CH2:12][C:13]#N)[CH:6]=[CH:7][C:8]=1[CH3:9].[OH-:15].[Na+].[OH2:17]. The catalyst is CCO. The product is [CH3:1][O:2][C:3]1[CH:4]=[C:5]([CH2:10][CH2:11][CH2:12][C:13]([OH:17])=[O:15])[CH:6]=[CH:7][C:8]=1[CH3:9]. The yield is 0.755. (8) The catalyst is C(O)C. The product is [C:11]([O:15][C:16]([N:18]1[CH2:19][CH2:20][CH:21]([C:24]2[CH:25]=[C:26]([OH:27])[N:10]=[C:8]([N:2]3[CH2:7][CH2:6][CH2:5][CH2:4][CH2:3]3)[N:9]=2)[CH2:22][CH2:23]1)=[O:17])([CH3:14])([CH3:13])[CH3:12]. The yield is 0.490. The reactants are [Na].[N:2]1([C:8]([NH2:10])=[NH:9])[CH2:7][CH2:6][CH2:5][CH2:4][CH2:3]1.[C:11]([O:15][C:16]([N:18]1[CH2:23][CH2:22][CH:21]([C:24](=O)[CH2:25][C:26](OCC)=[O:27])[CH2:20][CH2:19]1)=[O:17])([CH3:14])([CH3:13])[CH3:12].